Dataset: Full USPTO retrosynthesis dataset with 1.9M reactions from patents (1976-2016). Task: Predict the reactants needed to synthesize the given product. (1) Given the product [Cl:1][C:2]1[C:7]2[NH:8][C:9]([C:11]3[CH:12]=[C:13]([CH:31]=[CH:32][CH:33]=3)[C:14]([NH:16][CH2:17][CH2:18][CH:19]3[CH2:24][CH2:23][N:22]([C:25]4[CH:30]=[CH:29][N:28]=[CH:27][CH:26]=4)[CH2:21][CH2:20]3)=[O:15])=[N:41][C:6]=2[CH:5]=[CH:4][CH:3]=1, predict the reactants needed to synthesize it. The reactants are: [Cl:1][C:2]1[C:7]2[N:8]=[C:9]([C:11]3[CH:12]=[C:13]([CH:31]=[CH:32][CH:33]=3)[C:14]([NH:16][CH2:17][CH2:18][CH:19]3[CH2:24][CH2:23][N:22]([C:25]4[CH:30]=[CH:29][N:28]=[CH:27][CH:26]=4)[CH2:21][CH2:20]3)=[O:15])S[C:6]=2[CH:5]=[CH:4][CH:3]=1.FC(F)(F)C(O)=O.[N:41]1(C2C=CN=CC=2)CCC(CCN)CC1.ClC1C2NC(C3C=C(C=CC=3)C(O)=O)=NC=2C=CC=1.B(O)O.C(C1C=C(C=CC=1)C(OC)=O)=O. (2) Given the product [C:1]1([S:7][C:8]2[CH:13]=[CH:12][C:11]([O:14][CH2:16][CH2:17][CH2:18][CH2:19][CH2:20][CH3:21])=[CH:10][CH:9]=2)[CH:2]=[CH:3][CH:4]=[CH:5][CH:6]=1, predict the reactants needed to synthesize it. The reactants are: [C:1]1([S:7][C:8]2[CH:13]=[CH:12][C:11]([OH:14])=[CH:10][CH:9]=2)[CH:6]=[CH:5][CH:4]=[CH:3][CH:2]=1.Br[CH2:16][CH2:17][CH2:18][CH2:19][CH2:20][CH3:21].C(=O)([O-])[O-].[K+].[K+].CN(C=O)C. (3) Given the product [CH3:27][CH:28]([C:2]1[N:7]=[C:6]([C:8]2[C:17]3[CH2:16][CH2:15][CH2:14][CH2:13][C:12]=3[N:11]=[C:10]([O:18][CH2:19][C:20]3[CH:25]=[CH:24][CH:23]=[CH:22][N:21]=3)[CH:9]=2)[CH:5]=[N:4][CH:3]=1)[CH3:29], predict the reactants needed to synthesize it. The reactants are: Cl[C:2]1[N:7]=[C:6]([C:8]2[C:17]3[CH2:16][CH2:15][CH2:14][CH2:13][C:12]=3[N:11]=[C:10]([O:18][CH2:19][C:20]3[CH:25]=[CH:24][CH:23]=[CH:22][N:21]=3)[CH:9]=2)[CH:5]=[N:4][CH:3]=1.[Br-].[CH3:27][CH:28]([Zn+])[CH3:29].C1COCC1. (4) Given the product [CH3:1][N:2]1[CH:6]=[C:5]([S:7]([N:10]2[CH:14]=[CH:13][C:12](/[CH:15]=[CH:16]/[C:17]([NH:19][OH:20])=[O:18])=[CH:11]2)(=[O:8])=[O:9])[N:4]=[C:3]1[CH3:27], predict the reactants needed to synthesize it. The reactants are: [CH3:1][N:2]1[CH:6]=[C:5]([S:7]([N:10]2[CH:14]=[CH:13][C:12](/[CH:15]=[CH:16]/[C:17]([NH:19][O:20]C3CCCCO3)=[O:18])=[CH:11]2)(=[O:9])=[O:8])[N:4]=[C:3]1[CH3:27].Cl. (5) The reactants are: [NH:1]([C:3]1[CH:8]=[CH:7][C:6]([I:9])=[CH:5][N:4]=1)[NH2:2].C1N=CN([C:15](N2C=NC=C2)=[S:16])C=1. Given the product [I:9][C:6]1[CH:7]=[CH:8][C:3]2[N:4]([C:15]([SH:16])=[N:2][N:1]=2)[CH:5]=1, predict the reactants needed to synthesize it. (6) Given the product [ClH:9].[ClH:9].[NH2:1][C@H:2]1[CH2:7][CH2:6][C@H:5]([NH:8][C:10]2[N:18]=[C:17]3[C:13]([N:14]=[CH:15][N:16]3[CH:19]3[CH2:20][CH2:21][CH2:22][CH2:23]3)=[C:12]([NH:24][C:25]3[CH:26]=[CH:27][C:28]([N:31]4[CH2:32][CH2:33][O:34][CH2:35][CH2:36]4)=[CH:29][CH:30]=3)[N:11]=2)[CH2:4][CH2:3]1, predict the reactants needed to synthesize it. The reactants are: [NH2:1][C@H:2]1[CH2:7][CH2:6][C@H:5]([NH2:8])[CH2:4][CH2:3]1.[Cl:9][C:10]1[N:18]=[C:17]2[C:13]([N:14]=[CH:15][N:16]2[CH:19]2[CH2:23][CH2:22][CH2:21][CH2:20]2)=[C:12]([NH:24][C:25]2[CH:30]=[CH:29][C:28]([N:31]3[CH2:36][CH2:35][O:34][CH2:33][CH2:32]3)=[CH:27][CH:26]=2)[N:11]=1.